This data is from Forward reaction prediction with 1.9M reactions from USPTO patents (1976-2016). The task is: Predict the product of the given reaction. (1) Given the reactants Cl[C:2]1[N:6]([CH3:7])[C:5]2[CH:8]=[CH:9][CH:10]=[CH:11][C:4]=2[N:3]=1.[CH:12]1([N:15]2[C:23]3[C:18](=[N:19][CH:20]=[CH:21][CH:22]=3)[N:17]([C:24]3[CH:29]=[CH:28][C:27]([OH:30])=[CH:26][CH:25]=3)[C:16]2=[O:31])[CH2:14][CH2:13]1.[H-].[Na+], predict the reaction product. The product is: [CH:12]1([N:15]2[C:23]3[C:18](=[N:19][CH:20]=[CH:21][CH:22]=3)[N:17]([C:24]3[CH:29]=[CH:28][C:27]([O:30][C:2]4[N:6]([CH3:7])[C:5]5[CH:8]=[CH:9][CH:10]=[CH:11][C:4]=5[N:3]=4)=[CH:26][CH:25]=3)[C:16]2=[O:31])[CH2:14][CH2:13]1. (2) Given the reactants [NH:1]1[C:5]2=[N:6][CH:7]=[CH:8][CH:9]=[C:4]2[C:3]([C:10]([OH:12])=[O:11])=[N:2]1.[CH2:13](O)[CH3:14], predict the reaction product. The product is: [NH:1]1[C:5]2=[N:6][CH:7]=[CH:8][CH:9]=[C:4]2[C:3]([C:10]([O:12][CH2:13][CH3:14])=[O:11])=[N:2]1. (3) Given the reactants C(OC([N:11]1[CH2:16][CH2:15][N:14]([CH2:17][CH2:18][CH2:19][CH2:20][C:21]([N:23]2[CH2:30][CH2:29][C:26]3([CH2:28][CH2:27]3)[C@H:25]([OH:31])[CH2:24]2)=[O:22])[C:13](=[O:32])[C@@H:12]1[CH3:33])=O)C1C=CC=CC=1.Cl, predict the reaction product. The product is: [OH:31][C@@H:25]1[CH2:24][N:23]([C:21](=[O:22])[CH2:20][CH2:19][CH2:18][CH2:17][N:14]2[CH2:15][CH2:16][NH:11][C@@H:12]([CH3:33])[C:13]2=[O:32])[CH2:30][CH2:29][C:26]21[CH2:28][CH2:27]2. (4) Given the reactants Cl[C:2]1[N:7]=[CH:6][C:5]([S:8]([N:11]2[CH2:20][CH2:19][C:18]3[C@:13]([C:31]([C:33]4[CH:38]=[CH:37][CH:36]=[CH:35][N:34]=4)=[O:32])([CH2:14][C:15]4[CH:23]=[N:22][N:21]([C:24]5[CH:29]=[CH:28][C:27]([F:30])=[CH:26][CH:25]=5)[C:16]=4[CH:17]=3)[CH2:12]2)(=[O:10])=[O:9])=[CH:4][CH:3]=1.[NH:39]1[CH2:43][CH2:42][CH2:41][CH2:40]1, predict the reaction product. The product is: [F:30][C:27]1[CH:26]=[CH:25][C:24]([N:21]2[C:16]3[CH:17]=[C:18]4[C@:13]([C:31]([C:33]5[CH:38]=[CH:37][CH:36]=[CH:35][N:34]=5)=[O:32])([CH2:14][C:15]=3[CH:23]=[N:22]2)[CH2:12][N:11]([S:8]([C:5]2[CH:6]=[N:7][C:2]([N:39]3[CH2:43][CH2:42][CH2:41][CH2:40]3)=[CH:3][CH:4]=2)(=[O:10])=[O:9])[CH2:20][CH2:19]4)=[CH:29][CH:28]=1.